Predict the reactants needed to synthesize the given product. From a dataset of Full USPTO retrosynthesis dataset with 1.9M reactions from patents (1976-2016). Given the product [ClH:38].[F:37][CH:2]([F:1])[O:3][C:4]1[CH:9]=[CH:8][C:7]([N:10]2[CH:14]=[CH:13][C:12]([C:15]([NH:17][C:18]3[CH:23]=[CH:22][C:21]([C@@H:24]4[O:29][CH2:28][CH2:27][NH:26][CH2:25]4)=[CH:20][CH:19]=3)=[O:16])=[N:11]2)=[CH:6][CH:5]=1, predict the reactants needed to synthesize it. The reactants are: [F:1][CH:2]([F:37])[O:3][C:4]1[CH:9]=[CH:8][C:7]([N:10]2[CH:14]=[CH:13][C:12]([C:15]([NH:17][C:18]3[CH:23]=[CH:22][C:21]([C@@H:24]4[O:29][CH2:28][CH2:27][N:26](C(OC(C)(C)C)=O)[CH2:25]4)=[CH:20][CH:19]=3)=[O:16])=[N:11]2)=[CH:6][CH:5]=1.[ClH:38].CCOCC.